This data is from Catalyst prediction with 721,799 reactions and 888 catalyst types from USPTO. The task is: Predict which catalyst facilitates the given reaction. (1) Reactant: [C:1]([C@@H:3]([NH:23][C:24]([C@@H:26]1[CH2:32][N:31](C(OC(C)(C)C)=O)[CH2:30][CH2:29][CH2:28][O:27]1)=[O:25])[CH2:4][C:5]1[CH:10]=[CH:9][C:8]([C:11]2[CH:12]=[C:13]([CH3:22])[C:14]3[O:18][C:17](=[O:19])[N:16]([CH3:20])[C:15]=3[CH:21]=2)=[CH:7][CH:6]=1)#[N:2]. Product: [C:1]([C@@H:3]([NH:23][C:24]([C@@H:26]1[CH2:32][NH:31][CH2:30][CH2:29][CH2:28][O:27]1)=[O:25])[CH2:4][C:5]1[CH:6]=[CH:7][C:8]([C:11]2[CH:12]=[C:13]([CH3:22])[C:14]3[O:18][C:17](=[O:19])[N:16]([CH3:20])[C:15]=3[CH:21]=2)=[CH:9][CH:10]=1)#[N:2]. The catalyst class is: 106. (2) Reactant: [Cl:1][C:2]1[CH:3]=[C:4]([C:9]([NH:11][C:12]2[CH:16]=[C:15]([CH3:17])[N:14]([CH2:18][C:19]3[CH:24]=[C:23]([Cl:25])[CH:22]=[CH:21][C:20]=3[O:26][CH2:27][CH:28]([CH3:30])[CH3:29])[N:13]=2)=[O:10])[CH:5]=[N:6][C:7]=1Cl.[CH3:31][N:32]1[CH2:37][CH2:36][NH:35][CH2:34][CH2:33]1. Product: [ClH:1].[Cl:1][C:2]1[CH:3]=[C:4]([C:9]([NH:11][C:12]2[CH:16]=[C:15]([CH3:17])[N:14]([CH2:18][C:19]3[CH:24]=[C:23]([Cl:25])[CH:22]=[CH:21][C:20]=3[O:26][CH2:27][CH:28]([CH3:29])[CH3:30])[N:13]=2)=[O:10])[CH:5]=[N:6][C:7]=1[N:35]1[CH2:36][CH2:37][N:32]([CH3:31])[CH2:33][CH2:34]1. The catalyst class is: 60. (3) Reactant: [Cl:1][C:2]1[CH:7]=[C:6]([F:8])[CH:5]=[CH:4][C:3]=1[N:9]1[C:17]2[CH2:16][CH2:15][N:14]([N:18]3[CH2:23][CH2:22][CH2:21][CH2:20][CH2:19]3)[C:13](=[O:24])[C:12]=2[C:11]([CH3:25])=[C:10]1[C:26]1[CH:31]=[CH:30][C:29]([OH:32])=[CH:28][CH:27]=1.[F:33][C:34]([F:42])([F:41])[CH2:35][CH2:36][S:37](Cl)(=[O:39])=[O:38]. Product: [Cl:1][C:2]1[CH:7]=[C:6]([F:8])[CH:5]=[CH:4][C:3]=1[N:9]1[C:17]2[CH2:16][CH2:15][N:14]([N:18]3[CH2:23][CH2:22][CH2:21][CH2:20][CH2:19]3)[C:13](=[O:24])[C:12]=2[C:11]([CH3:25])=[C:10]1[C:26]1[CH:27]=[CH:28][C:29]([O:32][S:37]([CH2:36][CH2:35][C:34]([F:42])([F:41])[F:33])(=[O:39])=[O:38])=[CH:30][CH:31]=1. The catalyst class is: 17. (4) Reactant: [Cl:1][C:2]1[N:7]=[CH:6][C:5]([NH2:8])=[CH:4][CH:3]=1.[C:9](O[C:9]([O:11][C:12]([CH3:15])([CH3:14])[CH3:13])=[O:10])([O:11][C:12]([CH3:15])([CH3:14])[CH3:13])=[O:10].C(N(CC)CC)C. Product: [Cl:1][C:2]1[N:7]=[CH:6][C:5]([NH:8][C:9](=[O:10])[O:11][C:12]([CH3:15])([CH3:14])[CH3:13])=[CH:4][CH:3]=1. The catalyst class is: 2.